Dataset: Full USPTO retrosynthesis dataset with 1.9M reactions from patents (1976-2016). Task: Predict the reactants needed to synthesize the given product. (1) Given the product [NH2:8][C:9]1[S:10][C:11]2[CH:48]=[CH:47][CH:46]=[CH:45][C:12]=2[C:13]=1[C:14]([N:16]1[CH2:21][CH2:20][CH:19]([N:22]2[CH2:34][C:26]3([C:30](=[O:31])[O:29][C:28]([CH3:32])([CH3:33])[CH2:27]3)[N:25]([C:35]([O:37][CH2:38][C:39]3[CH:40]=[CH:41][CH:42]=[CH:43][CH:44]=3)=[O:36])[CH2:24][CH2:23]2)[CH2:18][CH2:17]1)=[O:15], predict the reactants needed to synthesize it. The reactants are: C(OC([NH:8][C:9]1[S:10][C:11]2[CH:48]=[CH:47][CH:46]=[CH:45][C:12]=2[C:13]=1[C:14]([N:16]1[CH2:21][CH2:20][CH:19]([N:22]2[CH2:34][C:26]3([C:30](=[O:31])[O:29][C:28]([CH3:33])([CH3:32])[CH2:27]3)[N:25]([C:35]([O:37][CH2:38][C:39]3[CH:44]=[CH:43][CH:42]=[CH:41][CH:40]=3)=[O:36])[CH2:24][CH2:23]2)[CH2:18][CH2:17]1)=[O:15])=O)(C)(C)C.C(=O)([O-])O.[Na+]. (2) Given the product [Cl:15][C:16]1[CH:22]=[C:21]([C:23]([F:25])([F:26])[F:24])[CH:20]=[CH:19][C:17]=1[NH:18][C:9](=[O:11])[C:8]1[CH:7]=[C:6]([CH:5]=[CH:4][C:3]=1[O:2][CH3:1])[C:12]([NH2:14])=[O:13], predict the reactants needed to synthesize it. The reactants are: [CH3:1][O:2][C:3]1[C:8]([C:9]([OH:11])=O)=[CH:7][C:6]([C:12]([NH2:14])=[O:13])=[CH:5][CH:4]=1.[Cl:15][C:16]1[CH:22]=[C:21]([C:23]([F:26])([F:25])[F:24])[CH:20]=[CH:19][C:17]=1[NH2:18]. (3) Given the product [CH2:17]([O:16][C:13]1[N:12]=[CH:11][C:10]([C:9]2[O:19][C:2]3[CH:3]=[C:4]([C@H:20]4[O:25][CH2:24][CH2:23][N:22]([C:26]([O:28][C:29]([CH3:32])([CH3:31])[CH3:30])=[O:27])[CH2:21]4)[CH:5]=[CH:6][C:7]=3[N:8]=2)=[CH:15][CH:14]=1)[CH3:18], predict the reactants needed to synthesize it. The reactants are: Br[C:2]1[CH:3]=[C:4]([C@H:20]2[O:25][CH2:24][CH2:23][N:22]([C:26]([O:28][C:29]([CH3:32])([CH3:31])[CH3:30])=[O:27])[CH2:21]2)[CH:5]=[CH:6][C:7]=1[NH:8][C:9](=[O:19])[C:10]1[CH:15]=[CH:14][C:13]([O:16][CH2:17][CH3:18])=[N:12][CH:11]=1.C(=O)([O-])[O-].[Cs+].[Cs+].N1C2C(=CC=C3C=2N=CC=C3)C=CC=1. (4) The reactants are: Cl.[NH:2]1[CH2:7][CH2:6][CH:5]([C:8]2[C:9](=[O:18])[NH:10][C:11]3[C:16]([N:17]=2)=[CH:15][CH:14]=[CH:13][CH:12]=3)[CH2:4][CH2:3]1.[Cl:19][C:20]1[C:28]2[NH:27][N:26]=[CH:25][C:24]=2[C:23]2[CH2:29][N:30]([CH2:55][C:56]([CH3:59])([CH3:58])[CH3:57])[C:31](=[O:54])[C@H:32]([CH2:34][C:35](=[O:53])N3CCC(N4CC5C(=CC=CC=5)NC4=O)CC3)[CH2:33][C:22]=2[CH:21]=1. Given the product [Cl:19][C:20]1[C:28]2[NH:27][N:26]=[CH:25][C:24]=2[C:23]2[CH2:29][N:30]([CH2:55][C:56]([CH3:59])([CH3:58])[CH3:57])[C:31](=[O:54])[C@H:32]([CH2:34][C:35](=[O:53])[N:2]3[CH2:3][CH2:4][CH:5]([C:8]4[C:9](=[O:18])[NH:10][C:11]5[C:16](=[CH:15][CH:14]=[CH:13][CH:12]=5)[N:17]=4)[CH2:6][CH2:7]3)[CH2:33][C:22]=2[CH:21]=1, predict the reactants needed to synthesize it. (5) Given the product [C:54]([O:53][C:52](=[O:58])[NH:51][CH2:50][CH2:49][NH:48][C:18]([C:15]1[CH:16]=[N:17][C:12]([CH:11]([S:8]([C:5]2[CH:4]=[CH:3][C:2]([Cl:1])=[CH:7][CH:6]=2)(=[O:10])=[O:9])[C:21]2[CH:26]=[C:25]([F:27])[CH:24]=[CH:23][C:22]=2[F:28])=[CH:13][CH:14]=1)=[O:19])([CH3:57])([CH3:55])[CH3:56], predict the reactants needed to synthesize it. The reactants are: [Cl:1][C:2]1[CH:7]=[CH:6][C:5]([S:8]([CH:11]([C:21]2[CH:26]=[C:25]([F:27])[CH:24]=[CH:23][C:22]=2[F:28])[C:12]2[N:17]=[CH:16][C:15]([C:18](O)=[O:19])=[CH:14][CH:13]=2)(=[O:10])=[O:9])=[CH:4][CH:3]=1.C(N(CC)CC)C.Cl.C(N=C=NCCCN(C)C)C.[NH2:48][CH2:49][CH2:50][NH:51][C:52](=[O:58])[O:53][C:54]([CH3:57])([CH3:56])[CH3:55]. (6) Given the product [CH3:14][C:5]1[CH:10]=[CH:9][C:8]([C:11]([C:25]2[N:24]([S:21]([C:15]3[CH:20]=[CH:19][CH:18]=[CH:17][CH:16]=3)(=[O:22])=[O:23])[CH:28]=[CH:27][CH:26]=2)=[O:12])=[CH:7][CH:6]=1, predict the reactants needed to synthesize it. The reactants are: [Cl-].[Al+3].[Cl-].[Cl-].[C:5]1([CH3:14])[CH:10]=[CH:9][C:8]([C:11](Cl)=[O:12])=[CH:7][CH:6]=1.[C:15]1([S:21]([N:24]2[CH:28]=[CH:27][CH:26]=[CH:25]2)(=[O:23])=[O:22])[CH:20]=[CH:19][CH:18]=[CH:17][CH:16]=1.